From a dataset of Catalyst prediction with 721,799 reactions and 888 catalyst types from USPTO. Predict which catalyst facilitates the given reaction. (1) Reactant: [F:1][C:2]1[CH:26]=[CH:25][CH:24]=[C:23]([F:27])[C:3]=1[CH2:4][C@H:5]1[CH2:10][C@@H:9]([C:11](=[O:18])[CH2:12][C:13](OCC)=[O:14])[CH2:8][CH2:7][N:6]1[C:19]([O:21][CH3:22])=[O:20].[OH-].[Na+].[NH2:30]O.Cl. Product: [F:1][C:2]1[CH:26]=[CH:25][CH:24]=[C:23]([F:27])[C:3]=1[CH2:4][C@H:5]1[CH2:10][C@@H:9]([C:11]2[O:18][NH:30][C:13](=[O:14])[CH:12]=2)[CH2:8][CH2:7][N:6]1[C:19]([O:21][CH3:22])=[O:20]. The catalyst class is: 24. (2) Reactant: [CH3:1][N:2]1[C:6]2=[N:7][C:8]([C:11]3[CH:18]=[CH:17][CH:16]=[CH:15][C:12]=3[C:13]#[N:14])=[CH:9][CH:10]=[C:5]2[NH:4][C:3]1=[O:19].[C:20]1([C:29]2[CH:34]=[CH:33][CH:32]=[CH:31][CH:30]=2)[CH:25]=[CH:24][CH:23]=[C:22](B(O)O)[CH:21]=1.C(N(CC)CC)C. Product: [C:20]1([C:29]2[CH:30]=[CH:31][CH:32]=[CH:33][CH:34]=2)[CH:25]=[CH:24][CH:23]=[C:22]([N:4]2[C:5]3[C:6](=[N:7][C:8]([C:11]4[CH:18]=[CH:17][CH:16]=[CH:15][C:12]=4[C:13]#[N:14])=[CH:9][CH:10]=3)[N:2]([CH3:1])[C:3]2=[O:19])[CH:21]=1. The catalyst class is: 302. (3) Reactant: [Br:1][C:2]1[C:18]([Cl:19])=[CH:17][C:5]([O:6][C:7]2[C:12]([C:13]([OH:15])=O)=[CH:11][N:10]=[C:9]([CH3:16])[CH:8]=2)=[C:4]([Cl:20])[CH:3]=1.C(N(C(C)C)C(C)C)C.F[P-](F)(F)(F)(F)F.N1(OC(N(C)C)=[N+](C)C)C2N=CC=CC=2N=N1.[CH:54]1([N:57]2[C:66]3[C:61](=[CH:62][CH:63]=[CH:64][CH:65]=3)[NH:60][CH2:59][CH2:58]2)[CH2:56][CH2:55]1.C(=O)(O)[O-].[Na+]. Product: [Br:1][C:2]1[C:18]([Cl:19])=[CH:17][C:5]([O:6][C:7]2[CH:8]=[C:9]([CH3:16])[N:10]=[CH:11][C:12]=2[C:13]([N:60]2[C:61]3[C:66](=[CH:65][CH:64]=[CH:63][CH:62]=3)[N:57]([CH:54]3[CH2:56][CH2:55]3)[CH2:58][CH2:59]2)=[O:15])=[C:4]([Cl:20])[CH:3]=1. The catalyst class is: 42. (4) Reactant: [F:1][C:2]1[CH:3]=[C:4]([CH:15]=[CH:16][C:17]=1[C:18]1[O:19][C:20]2[CH:26]=[CH:25][C:24]([CH2:27][C:28]3[CH:33]=[CH:32][CH:31]=[CH:30][N:29]=3)=[CH:23][C:21]=2[CH:22]=1)[CH2:5][N:6]1[CH2:9][CH:8]([C:10]([O:12]CC)=[O:11])[CH2:7]1.[Li+].[OH-].Cl. Product: [F:1][C:2]1[CH:3]=[C:4]([CH2:5][N:6]2[CH2:7][CH:8]([C:10]([OH:12])=[O:11])[CH2:9]2)[CH:15]=[CH:16][C:17]=1[C:18]1[O:19][C:20]2[CH:26]=[CH:25][C:24]([CH2:27][C:28]3[CH:33]=[CH:32][CH:31]=[CH:30][N:29]=3)=[CH:23][C:21]=2[CH:22]=1.[CH2:5]([NH2+:6][CH2:7][CH3:8])[CH3:4]. The catalyst class is: 20. (5) Reactant: [NH2:1][C@@H:2]([CH2:6][CH2:7][CH2:8][N:9]([CH2:23][CH2:24][NH:25][C:26]([O:28][CH2:29][C:30]1[CH:35]=[CH:34][CH:33]=[CH:32][CH:31]=1)=[O:27])[CH2:10][CH2:11][NH:12][C:13]([O:15][CH2:16][C:17]1[CH:22]=[CH:21][CH:20]=[CH:19][CH:18]=1)=[O:14])[C:3]([OH:5])=[O:4].C([O-])([O-])=O.[K+].[K+].[CH3:42][C:43]([O:46][C:47](O[C:47]([O:46][C:43]([CH3:45])([CH3:44])[CH3:42])=[O:48])=[O:48])([CH3:45])[CH3:44]. Product: [CH2:16]([O:15][C:13]([NH:12][CH2:11][CH2:10][N:9]([CH2:23][CH2:24][NH:25][C:26]([O:28][CH2:29][C:30]1[CH:31]=[CH:32][CH:33]=[CH:34][CH:35]=1)=[O:27])[CH2:8][CH2:7][CH2:6][C@H:2]([NH:1][C:47]([O:46][C:43]([CH3:45])([CH3:44])[CH3:42])=[O:48])[C:3]([OH:5])=[O:4])=[O:14])[C:17]1[CH:18]=[CH:19][CH:20]=[CH:21][CH:22]=1. The catalyst class is: 283. (6) Reactant: [S:1]([Cl:5])(Cl)(=[O:3])=[O:2].[N:6]1[CH:11]=[CH:10][CH:9]=[C:8](S(O)(=O)=O)[CH:7]=1.P(Cl)(Cl)(Cl)(Cl)Cl.P(Cl)(Cl)(Cl)=O. Product: [N:6]1[CH:11]=[CH:10][CH:9]=[C:8]([S:1]([Cl:5])(=[O:3])=[O:2])[CH:7]=1. The catalyst class is: 11. (7) Reactant: C(OC([N:8]1[CH2:13][CH2:12][CH:11]([NH:14][C:15]2[N:20]=[CH:19][C:18]([C:21]([OH:23])=[O:22])=[CH:17][N:16]=2)[CH2:10][CH2:9]1)=O)(C)(C)C.[ClH:24]. Product: [ClH:24].[ClH:24].[NH:8]1[CH2:13][CH2:12][CH:11]([NH:14][C:15]2[N:16]=[CH:17][C:18]([C:21]([OH:23])=[O:22])=[CH:19][N:20]=2)[CH2:10][CH2:9]1. The catalyst class is: 714. (8) Reactant: [CH3:1][O:2][C:3]1[CH:8]=[CH:7][C:6]([C:9]2[N:10]=[N:11][N:12]([CH3:14])[N:13]=2)=[CH:5][C:4]=1[CH2:15]O.C1(P(C2C=CC=CC=2)C2C=CC=CC=2)C=CC=CC=1.[Br:36]N1C(=O)CCC1=O. Product: [Br:36][CH2:15][C:4]1[CH:5]=[C:6]([C:9]2[N:10]=[N:11][N:12]([CH3:14])[N:13]=2)[CH:7]=[CH:8][C:3]=1[O:2][CH3:1]. The catalyst class is: 2. (9) Reactant: [Cl:1][C:2]1[CH:7]=[CH:6][CH:5]=[CH:4][C:3]=1[N:8]([CH3:29])[C:9]([C:11]1[S:28][C:14]2[C:15]3[CH:23]=[CH:22][C:21]([C:24]([O:26]C)=[O:25])=[CH:20][C:16]=3[O:17][CH2:18][CH2:19][C:13]=2[CH:12]=1)=[O:10].[Li+].[OH-].Cl. Product: [Cl:1][C:2]1[CH:7]=[CH:6][CH:5]=[CH:4][C:3]=1[N:8]([CH3:29])[C:9]([C:11]1[S:28][C:14]2[C:15]3[CH:23]=[CH:22][C:21]([C:24]([OH:26])=[O:25])=[CH:20][C:16]=3[O:17][CH2:18][CH2:19][C:13]=2[CH:12]=1)=[O:10]. The catalyst class is: 20.